From a dataset of Reaction yield outcomes from USPTO patents with 853,638 reactions. Predict the reaction yield, written as a fraction of the theoretical maximum amount of product (1.0 means a 100% yield; for example, 0.34 means a 34% yield). (1) The reactants are [NH:1]1[C:5]([N:6]2[CH2:11][CH2:10][CH:9]([C@H:12]([OH:14])[CH3:13])[CH2:8][CH2:7]2)=[N:4][N:3]=[N:2]1.C(=O)([O-])[O-].[K+].[K+].I[CH:22]([CH3:24])[CH3:23]. The catalyst is CN(C=O)C.CC(C)=O. The product is [CH3:23][CH:22]([N:3]1[N:2]=[N:1][C:5]([N:6]2[CH2:11][CH2:10][CH:9]([C@H:12]([OH:14])[CH3:13])[CH2:8][CH2:7]2)=[N:4]1)[CH3:24]. The yield is 0.690. (2) The reactants are [NH2:1][C:2]1[C:3]([C:9]([O:11][CH3:12])=[O:10])=[N:4][C:5](Br)=[CH:6][N:7]=1.C(OC([N:20]1[CH2:25][CH:24]=[C:23](B2OC(C)(C)C(C)(C)O2)[CH2:22][CH2:21]1)=O)(C)(C)C.C([O-])([O-])=O.[Na+].[Na+].C1(P(C2C=CC=CC=2)C2C=CC=CC=2)C=CC=CC=1. The catalyst is COCCOC.Cl[Pd]Cl.CCOC(C)=O.O. The product is [NH2:1][C:2]1[C:3]([C:9]([O:11][CH3:12])=[O:10])=[N:4][C:5]([C:23]2[CH2:24][CH2:25][NH:20][CH2:21][CH:22]=2)=[CH:6][N:7]=1. The yield is 0.690. (3) The reactants are [NH:1]1[CH2:6][CH2:5][C:4](=[CH:7][C:8]2[CH:9]=[C:10]([CH:22]=[CH:23][CH:24]=2)[O:11][C:12]2[CH:17]=[CH:16][C:15]([C:18]([F:21])([F:20])[F:19])=[CH:14][N:13]=2)[CH2:3][CH2:2]1.[N:25]1[CH:30]=[CH:29][CH:28]=[C:27]([NH:31][C:32](=O)[O:33]C2C=CC=CC=2)[CH:26]=1.C(N(C(C)C)CC)(C)C. The yield is 0.950. The catalyst is C(#N)C. The product is [N:25]1[CH:30]=[CH:29][CH:28]=[C:27]([NH:31][C:32]([N:1]2[CH2:6][CH2:5][C:4](=[CH:7][C:8]3[CH:24]=[CH:23][CH:22]=[C:10]([O:11][C:12]4[CH:17]=[CH:16][C:15]([C:18]([F:21])([F:19])[F:20])=[CH:14][N:13]=4)[CH:9]=3)[CH2:3][CH2:2]2)=[O:33])[CH:26]=1. (4) The reactants are [CH3:1][O:2][C:3](=[O:34])[CH2:4][C:5]1[CH:10]=[CH:9][C:8]([C:11]#[C:12][C:13]2[CH:22]=[C:21](OS(C(F)(F)F)(=O)=O)[C:20]3[C:19](=[O:31])[CH2:18][CH2:17][C:16]([CH3:33])([CH3:32])[C:15]=3[CH:14]=2)=[CH:7][CH:6]=1.[Cl-].[Li+].[CH2:37]([Sn](CCCC)(CCCC)C=C)[CH2:38]CC. The catalyst is CN1CCCC1=O.O.C1C=CC(/C=C/C(/C=C/C2C=CC=CC=2)=O)=CC=1.C1C=CC(/C=C/C(/C=C/C2C=CC=CC=2)=O)=CC=1.C1C=CC(/C=C/C(/C=C/C2C=CC=CC=2)=O)=CC=1.[Pd].[Pd].O1C=CC=C1P(C1OC=CC=1)C1OC=CC=1. The product is [CH3:1][O:2][C:3](=[O:34])[CH2:4][C:5]1[CH:6]=[CH:7][C:8]([C:11]#[C:12][C:13]2[CH:22]=[C:21]([CH:37]=[CH2:38])[C:20]3[C:19](=[O:31])[CH2:18][CH2:17][C:16]([CH3:32])([CH3:33])[C:15]=3[CH:14]=2)=[CH:9][CH:10]=1. The yield is 0.860. (5) The reactants are C([Li])CCC.[Cl:6][C:7]1[CH:12]=[CH:11][N:10]=[C:9]2[CH:13]=[CH:14][S:15][C:8]=12.S([C:26]#[N:27])(C1C=CC(C)=CC=1)(=O)=O. The catalyst is C1COCC1. The product is [Cl:6][C:7]1[CH:12]=[CH:11][N:10]=[C:9]2[CH:13]=[C:14]([C:26]#[N:27])[S:15][C:8]=12. The yield is 0.320.